This data is from Forward reaction prediction with 1.9M reactions from USPTO patents (1976-2016). The task is: Predict the product of the given reaction. (1) The product is: [Cl:27][C:28]1[CH:29]=[C:30]([CH:34]=[CH:35][C:36]=1[Cl:37])[C:31]([NH:1][C:2]1[CH:7]=[N:6][C:5]([O:8][C:9]2[CH:10]=[CH:11][C:12]([C:13]([N:51]3[CH2:52][CH2:53][N:48]([CH2:40][CH2:41][C:42]4[CH:47]=[CH:46][CH:45]=[CH:44][CH:43]=4)[CH2:49][CH2:50]3)=[O:15])=[CH:18][CH:19]=2)=[CH:4][CH:3]=1)=[O:32]. Given the reactants [NH2:1][C:2]1[CH:3]=[CH:4][C:5]([O:8][C:9]2[CH:19]=[CH:18][C:12]([C:13]([O:15]CC)=O)=[CH:11][CH:10]=2)=[N:6][CH:7]=1.C(N(CC)CC)C.[Cl:27][C:28]1[CH:29]=[C:30]([CH:34]=[CH:35][C:36]=1[Cl:37])[C:31](Cl)=[O:32].[OH-].[Na+].[CH2:40]([N:48]1[CH2:53][CH2:52][NH:51][CH2:50][CH2:49]1)[CH2:41][C:42]1[CH:47]=[CH:46][CH:45]=[CH:44][CH:43]=1.Cl.C(N=C=NCCCN(C)C)C.O.ON1C2C=CC=CC=2N=N1, predict the reaction product. (2) Given the reactants C(N(CC)CC)C.Cl.[CH3:9][O:10][NH2:11].C([O:14][C:15]([C:17]1[C:18](=[O:45])[C:19]2[CH:24]=[N:23][C:22]([NH:25][CH2:26][CH2:27][CH2:28][N:29]3[CH:33]=[CH:32][N:31]=[CH:30]3)=[N:21][C:20]=2[N:34]([C:36]2[CH:37]=[C:38]3[C:42](=[CH:43][CH:44]=2)CCC3)[CH:35]=1)=O)C, predict the reaction product. The product is: [CH3:9][O:10][NH:11][C:15]([C:17]1[C:18](=[O:45])[C:19]2[CH:24]=[N:23][C:22]([NH:25][CH2:26][CH2:27][CH2:28][N:29]3[CH:33]=[CH:32][N:31]=[CH:30]3)=[N:21][C:20]=2[N:34]([CH:36]2[CH2:44][CH2:43][CH2:42][CH2:38][CH2:37]2)[CH:35]=1)=[O:14]. (3) Given the reactants FB(F)F.C(OC([NH:15][CH:16]1[CH2:19][N:18]([C:20]2[CH:21]=[C:22]([CH:27]=[C:28]([Br:30])[CH:29]=2)[C:23]([O:25][CH3:26])=[O:24])[C:17]1=[O:31])=O)C1C=CC=CC=1, predict the reaction product. The product is: [NH2:15][CH:16]1[CH2:19][N:18]([C:20]2[CH:21]=[C:22]([CH:27]=[C:28]([Br:30])[CH:29]=2)[C:23]([O:25][CH3:26])=[O:24])[C:17]1=[O:31]. (4) Given the reactants [NH:1]1[CH2:11][CH2:10][CH2:9][CH:3](C(OCC)=O)[CH2:2]1.[N:12]1[S:13][N:14]=[C:15]2[C:20]([CH:21]=O)=[CH:19][CH:18]=[CH:17][C:16]=12.[NH2:23][C:24]1[CH:28]=[CH:27][NH:26][N:25]=1, predict the reaction product. The product is: [N:12]1[S:13][N:14]=[C:15]2[C:20]([CH:21]3[C:3]([C:2]#[N:1])=[C:9]([CH:9]4[CH2:3][CH2:2][NH:1][CH2:11][CH2:10]4)[NH:23][C:24]4=[N:25][NH:26][CH:27]=[C:28]34)=[CH:19][CH:18]=[CH:17][C:16]=12.